Dataset: Forward reaction prediction with 1.9M reactions from USPTO patents (1976-2016). Task: Predict the product of the given reaction. (1) Given the reactants Cl.CN(C)CCCN=C=NCC.[Cl:13][CH2:14][CH2:15][CH2:16][CH2:17][CH2:18][CH2:19][CH2:20][CH2:21][OH:22].[O:23]1[CH2:27][CH2:26][CH2:25][CH:24]1[C:28](O)=[O:29].O, predict the reaction product. The product is: [O:23]1[CH2:27][CH2:26][CH2:25][CH:24]1[C:28]([O:22][CH2:21][CH2:20][CH2:19][CH2:18][CH2:17][CH2:16][CH2:15][CH2:14][Cl:13])=[O:29]. (2) Given the reactants Cl[C:2]1[C:11]([C@@H:12]([N:14]2[C:22](=[O:23])[C:21]3[C:16](=[CH:17][CH:18]=[CH:19][CH:20]=3)[C:15]2=[O:24])[CH3:13])=[CH:10][C:9]2[C:4](=[C:5]([Cl:25])[CH:6]=[CH:7][CH:8]=2)[N:3]=1.[CH3:26][C:27]1[CH:32]=[CH:31][CH:30]=[C:29]([Sn](CCCC)(CCCC)CCCC)[N:28]=1, predict the reaction product. The product is: [Cl:25][C:5]1[CH:6]=[CH:7][CH:8]=[C:9]2[C:4]=1[N:3]=[C:2]([C:29]1[CH:30]=[CH:31][CH:32]=[C:27]([CH3:26])[N:28]=1)[C:11]([C@@H:12]([N:14]1[C:15](=[O:24])[C:16]3[C:21](=[CH:20][CH:19]=[CH:18][CH:17]=3)[C:22]1=[O:23])[CH3:13])=[CH:10]2. (3) Given the reactants I(O)(=O)(=O)=O.[F:6][C:7]1[N:11]([CH3:12])[N:10]=[C:9]([CH:13]([F:15])[F:14])[C:8]=1[CH:16]=[O:17].C(OCC)(=[O:20])C, predict the reaction product. The product is: [F:15][CH:13]([F:14])[C:9]1[C:8]([C:16]([OH:20])=[O:17])=[C:7]([F:6])[N:11]([CH3:12])[N:10]=1. (4) Given the reactants [F:1][C:2]1[C:7]([F:8])=[CH:6][CH:5]=[CH:4][C:3]=1[CH2:9][S:10][C:11]1[N:16]=[C:15]([NH:17][S:18]([N:21]2[CH2:24][CH2:23][CH2:22]2)(=[O:20])=[O:19])[CH:14]=[C:13]([O:25][C:26]([C@@H:29]2[CH2:33][O:32]C(C)(C)[O:30]2)([CH3:28])[CH3:27])[N:12]=1.C(Cl)Cl, predict the reaction product. The product is: [F:1][C:2]1[C:7]([F:8])=[CH:6][CH:5]=[CH:4][C:3]=1[CH2:9][S:10][C:11]1[N:16]=[C:15]([NH:17][S:18]([N:21]2[CH2:24][CH2:23][CH2:22]2)(=[O:20])=[O:19])[CH:14]=[C:13]([O:25][C:26]([CH3:28])([CH3:27])[C@@H:29]([OH:30])[CH2:33][OH:32])[N:12]=1. (5) The product is: [ClH:35].[NH2:5][C@H:9]([C:10]([NH:12][C@@H:13]([CH2:21][CH2:22][C:23]1[CH:24]=[CH:25][CH:26]=[CH:27][CH:28]=1)/[CH:14]=[CH:15]/[C:16]([N:18]([CH3:20])[CH3:19])=[O:17])=[O:11])[CH3:29]. Given the reactants CC([N:5]([C@@H:9]([CH3:29])[C:10]([NH:12][C@@H:13]([CH2:21][CH2:22][C:23]1[CH:28]=[CH:27][CH:26]=[CH:25][CH:24]=1)/[CH:14]=[CH:15]/[C:16]([N:18]([CH3:20])[CH3:19])=[O:17])=[O:11])C(=O)[O-])(C)C.C([O-])(O)=O.[Na+].[ClH:35], predict the reaction product. (6) Given the reactants CCN=C=NCCCN(C)C.C1C=CC2N(O)N=NC=2C=1.[CH3:22][C:23]1[CH:24]=[C:25]([C:33]([OH:35])=O)[CH:26]=[N:27][C:28]=1[O:29][CH:30]([CH3:32])[CH3:31].O[NH:37]/[C:38](=[N:55]\[H])/[C:39]1[CH:47]=[C:46]2[C:42]([C:43]([CH2:48][CH2:49][C:50]([O:52][CH2:53][CH3:54])=[O:51])=[CH:44][NH:45]2)=[CH:41][CH:40]=1.CCCC[N+](CCCC)(CCCC)CCCC.[F-], predict the reaction product. The product is: [CH3:22][C:23]1[CH:24]=[C:25]([C:33]2[O:35][N:55]=[C:38]([C:39]3[CH:47]=[C:46]4[C:42]([C:43]([CH2:48][CH2:49][C:50]([O:52][CH2:53][CH3:54])=[O:51])=[CH:44][NH:45]4)=[CH:41][CH:40]=3)[N:37]=2)[CH:26]=[N:27][C:28]=1[O:29][CH:30]([CH3:31])[CH3:32]. (7) Given the reactants [CH:1]1([O:6][C:7]2[CH:8]=[C:9]([N:15]([CH2:29][C:30]3[CH:31]=[N:32][CH:33]=[CH:34][CH:35]=3)[C:16]3[CH:28]=[CH:27][CH:26]=[CH:25][C:17]=3[C:18]([O:20]C(C)(C)C)=[O:19])[CH:10]=[CH:11][C:12]=2[O:13][CH3:14])[CH2:5][CH2:4][CH2:3][CH2:2]1, predict the reaction product. The product is: [CH:1]1([O:6][C:7]2[CH:8]=[C:9]([N:15]([CH2:29][C:30]3[CH:31]=[N:32][CH:33]=[CH:34][CH:35]=3)[C:16]3[CH:28]=[CH:27][CH:26]=[CH:25][C:17]=3[C:18]([OH:20])=[O:19])[CH:10]=[CH:11][C:12]=2[O:13][CH3:14])[CH2:5][CH2:4][CH2:3][CH2:2]1. (8) Given the reactants C[O:2][C:3](=[O:34])[CH:4]([NH:23][C:24](=[O:33])[C:25]1[C:30]([Cl:31])=[CH:29][CH:28]=[CH:27][C:26]=1[Cl:32])[CH2:5]/[CH:6]=[CH:7]/[C:8]1[CH:13]=[CH:12][C:11]([C:14]2([CH2:20][O:21][CH3:22])[CH2:19][CH2:18][O:17][CH2:16][CH2:15]2)=[CH:10][CH:9]=1.[OH-].[Na+:36], predict the reaction product. The product is: [Na+:36].[Cl:32][C:26]1[CH:27]=[CH:28][CH:29]=[C:30]([Cl:31])[C:25]=1[C:24]([NH:23][CH:4]([CH2:5]/[CH:6]=[CH:7]/[C:8]1[CH:13]=[CH:12][C:11]([C:14]2([CH2:20][O:21][CH3:22])[CH2:15][CH2:16][O:17][CH2:18][CH2:19]2)=[CH:10][CH:9]=1)[C:3]([O-:34])=[O:2])=[O:33]. (9) Given the reactants [Cl:1][C:2]1[CH:3]=[C:4]2[C:9](=[CH:10][C:11]=1[OH:12])[O:8][CH:7]=[C:6]([C:13]1[CH:14]=[C:15]([CH:23]=[CH:24][CH:25]=1)[O:16][CH2:17][CH2:18][CH2:19][CH2:20][C:21]#[N:22])[C:5]2=O.O.[NH2:28][NH2:29], predict the reaction product. The product is: [Cl:1][C:2]1[C:11]([OH:12])=[CH:10][C:9]([OH:8])=[C:4]([C:5]2[C:6]([C:13]3[CH:14]=[C:15]([CH:23]=[CH:24][CH:25]=3)[O:16][CH2:17][CH2:18][CH2:19][CH2:20][C:21]#[N:22])=[CH:7][NH:29][N:28]=2)[CH:3]=1.